From a dataset of Full USPTO retrosynthesis dataset with 1.9M reactions from patents (1976-2016). Predict the reactants needed to synthesize the given product. The reactants are: C([O:5][C:6]([N:8]1[CH2:13][CH2:12][CH:11]([CH:14]([NH:27][CH3:28])[C@@:15]2([CH3:26])[O:19][C:18]3=[N:20][C:21]([N+:23]([O-:25])=[O:24])=[CH:22][N:17]3[CH2:16]2)[CH2:10][CH2:9]1)=[O:7])(C)(C)C.FC(F)(F)C(O)=O.[F:36][C:37]([F:47])([F:46])[C:38]1[CH:45]=[CH:44][C:41]([CH2:42]O)=[CH:40][CH:39]=1.C(N1C=CN=C1)(N1C=CN=C1)=O. Given the product [F:36][C:37]([F:46])([F:47])[C:38]1[CH:45]=[CH:44][C:41]([CH2:42][O:5][C:6]([N:8]2[CH2:13][CH2:12][CH:11]([CH:14]([NH:27][CH3:28])[C@@:15]3([CH3:26])[O:19][C:18]4=[N:20][C:21]([N+:23]([O-:25])=[O:24])=[CH:22][N:17]4[CH2:16]3)[CH2:10][CH2:9]2)=[O:7])=[CH:40][CH:39]=1, predict the reactants needed to synthesize it.